Dataset: Forward reaction prediction with 1.9M reactions from USPTO patents (1976-2016). Task: Predict the product of the given reaction. Given the reactants C([O:4][C@@H:5]1[C@@H:18]([O:19]C(=O)C)[C@H:17]([O:23]C(=O)C)[CH2:16][S:15][C@H:6]1[O:7][C:8]1[CH:9]=[N:10][CH:11]=[C:12](Br)[CH:13]=1)(=O)C.[F:27][C:28]([F:40])([F:39])[O:29][C:30]1[CH:35]=[CH:34][C:33](B(O)O)=[CH:32][CH:31]=1.[F-].[Cs+], predict the reaction product. The product is: [O:7]([C:8]1[CH:9]=[N:10][CH:11]=[C:12]([C:33]2[CH:32]=[CH:31][C:30]([O:29][C:28]([F:27])([F:39])[F:40])=[CH:35][CH:34]=2)[CH:13]=1)[C@@H:6]1[S:15][CH2:16][C@@H:17]([OH:23])[C@H:18]([OH:19])[C@H:5]1[OH:4].